This data is from Catalyst prediction with 721,799 reactions and 888 catalyst types from USPTO. The task is: Predict which catalyst facilitates the given reaction. (1) Reactant: [H-].[H-].[H-].[H-].[Li+].[Al+3].OS(O)(=O)=O.[C:12]([O:16][C:17]([N:19]1[CH2:24][CH2:23][C:22]([C:32]#[N:33])([C:25]2[CH:30]=[CH:29][C:28]([I:31])=[CH:27][CH:26]=2)[CH2:21][CH2:20]1)=[O:18])([CH3:15])([CH3:14])[CH3:13]. Product: [C:12]([O:16][C:17]([N:19]1[CH2:20][CH2:21][C:22]([CH2:32][NH2:33])([C:25]2[CH:30]=[CH:29][C:28]([I:31])=[CH:27][CH:26]=2)[CH2:23][CH2:24]1)=[O:18])([CH3:15])([CH3:14])[CH3:13]. The catalyst class is: 1. (2) Reactant: [CH3:1][O:2][C:3]1[CH:28]=[C:27]([CH2:29][O:30][C:31]2[C:35](/[CH:36]=[CH:37]/[C:38]3[N:39]=[C:40]([N:44]4[CH2:49][CH2:48][O:47][CH2:46][CH2:45]4)[S:41][C:42]=3[CH3:43])=[CH:34][N:33]([C:50]3[CH:55]=[CH:54][CH:53]=[CH:52][CH:51]=3)[N:32]=2)[CH:26]=[CH:25][C:4]=1[O:5][CH2:6][C:7]1[N:8]=[C:9]([C:13]2[CH:18]=[CH:17][C:16]([CH2:19][C:20]([O:22]CC)=[O:21])=[CH:15][CH:14]=2)[O:10][C:11]=1[CH3:12].O1CCCC1.[OH-].[Na+].Cl. Product: [CH3:1][O:2][C:3]1[CH:28]=[C:27]([CH2:29][O:30][C:31]2[C:35](/[CH:36]=[CH:37]/[C:38]3[N:39]=[C:40]([N:44]4[CH2:49][CH2:48][O:47][CH2:46][CH2:45]4)[S:41][C:42]=3[CH3:43])=[CH:34][N:33]([C:50]3[CH:51]=[CH:52][CH:53]=[CH:54][CH:55]=3)[N:32]=2)[CH:26]=[CH:25][C:4]=1[O:5][CH2:6][C:7]1[N:8]=[C:9]([C:13]2[CH:18]=[CH:17][C:16]([CH2:19][C:20]([OH:22])=[O:21])=[CH:15][CH:14]=2)[O:10][C:11]=1[CH3:12]. The catalyst class is: 97.